This data is from Forward reaction prediction with 1.9M reactions from USPTO patents (1976-2016). The task is: Predict the product of the given reaction. (1) Given the reactants [Br:1][C:2]1[CH:3]=[CH:4][C:5]([C:15]([OH:17])=O)=[N:6][C:7]=1[O:8][CH2:9][C:10]1([CH3:14])[CH2:13][O:12][CH2:11]1.Cl.[S:19]1[CH:23]=[CH:22][N:21]=[C:20]1[C:24]1([NH2:28])[CH2:27][O:26][CH2:25]1, predict the reaction product. The product is: [S:19]1[CH:23]=[CH:22][N:21]=[C:20]1[C:24]1([NH:28][C:15]([C:5]2[CH:4]=[CH:3][C:2]([Br:1])=[C:7]([O:8][CH2:9][C:10]3([CH3:14])[CH2:11][O:12][CH2:13]3)[N:6]=2)=[O:17])[CH2:27][O:26][CH2:25]1. (2) Given the reactants [CH3:1][O:2][C:3]1[CH:8]=[CH:7][CH:6]=[CH:5][C:4]=1[C:9]1[C:17]2[C:12](=[N:13][CH:14]=[C:15]([C:18]3[CH:19]=[C:20]([CH:24]([C:26]4[C:31]([CH3:32])=[CH:30][CH:29]=[CH:28][N:27]=4)[OH:25])[CH:21]=[CH:22][CH:23]=3)[CH:16]=2)[N:11](COCC[Si](C)(C)C)[N:10]=1.FC(F)(F)C(O)=O.C(N)CN, predict the reaction product. The product is: [CH3:1][O:2][C:3]1[CH:8]=[CH:7][CH:6]=[CH:5][C:4]=1[C:9]1[C:17]2[C:12](=[N:13][CH:14]=[C:15]([C:18]3[CH:19]=[C:20]([CH:24]([C:26]4[C:31]([CH3:32])=[CH:30][CH:29]=[CH:28][N:27]=4)[OH:25])[CH:21]=[CH:22][CH:23]=3)[CH:16]=2)[NH:11][N:10]=1. (3) Given the reactants [CH:1]1([C:7]2[CH:12]=[CH:11][C:10]([CH:13]([NH:23][C:24]([NH:26][C:27]3[CH:32]=[CH:31][C:30]([S:33][C:34]([F:37])([F:36])[F:35])=[CH:29][CH:28]=3)=[O:25])[C:14]3([CH:22]=[CH:21][CH:20]=[CH:19][CH2:18]3)C(O)=O)=[CH:9][CH:8]=2)[CH2:6][CH2:5][CH2:4][CH2:3][CH2:2]1.C1C=NC2N(O)N=NC=2C=1.CCN=C=NCCCN(C)C.Cl.[CH3:60][O:61][C:62](=[O:67])[C@H:63]([OH:66])[CH2:64][NH2:65].C(N(C(C)C)CC)(C)C.CN([CH:80]=[O:81])C, predict the reaction product. The product is: [CH3:60][O:61][C:62](=[O:67])[C@H:63]([OH:66])[CH2:64][NH:65][C:80](=[O:81])[C:20]1[CH:21]=[CH:22][C:14]([CH:13]([NH:23][C:24]([NH:26][C:27]2[CH:28]=[CH:29][C:30]([S:33][C:34]([F:37])([F:36])[F:35])=[CH:31][CH:32]=2)=[O:25])[C:10]2[CH:9]=[CH:8][C:7]([CH:1]3[CH2:2][CH2:3][CH2:4][CH2:5][CH2:6]3)=[CH:12][CH:11]=2)=[CH:18][CH:19]=1.